Dataset: Reaction yield outcomes from USPTO patents with 853,638 reactions. Task: Predict the reaction yield, written as a fraction of the theoretical maximum amount of product (1.0 means a 100% yield; for example, 0.34 means a 34% yield). (1) The reactants are [C:1]([O:4][C:5]1[S:13][C:12]2[CH2:11][CH2:10][N:9]([CH:14]([C:22]([CH:24]3[CH2:26][CH2:25]3)=[O:23])[C:15]3[CH:20]=[CH:19][CH:18]=[CH:17][C:16]=3[F:21])[CH2:8][C:7]=2[CH:6]=1)(=[O:3])[CH3:2].[S:27](=[O:31])(=[O:30])([OH:29])[OH:28]. The catalyst is CC(C)=O. The product is [S:27](=[O:29])(=[O:28])([OH:31])[OH:30].[C:1]([O:4][C:5]1[S:13][C:12]2[CH2:11][CH2:10][N:9]([CH:14]([C:22]([CH:24]3[CH2:26][CH2:25]3)=[O:23])[C:15]3[CH:20]=[CH:19][CH:18]=[CH:17][C:16]=3[F:21])[CH2:8][C:7]=2[CH:6]=1)(=[O:3])[CH3:2]. The yield is 0.649. (2) The reactants are [Cl:1][C:2]1[CH:3]=[CH:4][C:5]2[N:12]3[CH2:13][C@H:8]([CH2:9][CH2:10][CH2:11]3)[NH:7][C:6]=2[N:14]=1.[CH3:15][C:16]([O:19][C:20](O[C:20]([O:19][C:16]([CH3:18])([CH3:17])[CH3:15])=[O:21])=[O:21])([CH3:18])[CH3:17].O. The catalyst is CN(C1C=CN=CC=1)C.C1COCC1. The product is [Cl:1][C:2]1[CH:3]=[CH:4][C:5]2[N:12]3[CH2:13][C@H:8]([CH2:9][CH2:10][CH2:11]3)[N:7]([C:20]([O:19][C:16]([CH3:18])([CH3:17])[CH3:15])=[O:21])[C:6]=2[N:14]=1. The yield is 0.920. (3) The catalyst is ClCCl. The yield is 0.175. The product is [BrH:20].[NH2:2][C:3]1[C:4]([OH:17])=[C:5]([C:9]2[CH:10]=[C:11]([C:14]([OH:16])=[O:15])[S:12][CH:13]=2)[CH:6]=[CH:7][CH:8]=1. The reactants are Br.[NH2:2][C:3]1[C:4]([O:17]C)=[C:5]([C:9]2[CH:10]=[C:11]([C:14]([OH:16])=[O:15])[S:12][CH:13]=2)[CH:6]=[CH:7][CH:8]=1.B(Br)(Br)[Br:20].CO.